This data is from Reaction yield outcomes from USPTO patents with 853,638 reactions. The task is: Predict the reaction yield, written as a fraction of the theoretical maximum amount of product (1.0 means a 100% yield; for example, 0.34 means a 34% yield). (1) The reactants are [CH2:1]([N:3]([CH2:7][CH2:8][N:9]1[C:13](=[O:14])[C:12]2=[CH:15][CH:16]=[CH:17][CH:18]=[C:11]2[C:10]1=[O:19])[CH2:4][CH2:5][OH:6])[CH3:2].[F:20][C:21]1[C:26](O)=[CH:25][CH:24]=[CH:23][N:22]=1.C1[C@@H](COC2C=CC=NC=2[18F])NC1.C(OCC[N+](C)(C)C)(=O)C.C1(P(C2C=CC=CC=2)C2C=CC=CC=2)C=CC=CC=1.N(C(OC(C)C)=O)=NC(OC(C)C)=O. The catalyst is O1CCCC1. The product is [CH2:1]([N:3]([CH2:7][CH2:8][N:9]1[C:13](=[O:14])[C:12]2=[CH:15][CH:16]=[CH:17][CH:18]=[C:11]2[C:10]1=[O:19])[CH2:4][CH2:5][O:6][C:26]1[C:21]([F:20])=[N:22][CH:23]=[CH:24][CH:25]=1)[CH3:2]. The yield is 0.790. (2) The reactants are [CH3:1][N:2]1[C:6](=[O:7])[C:5]([CH:8]=O)=[C:4]([C:10]2[CH:15]=[CH:14][CH:13]=[CH:12][CH:11]=2)[NH:3]1. The catalyst is C(O)(=O)C. The product is [CH3:1][N:2]1[C:6]([OH:7])=[C:5]([CH3:8])[C:4]([C:10]2[CH:15]=[CH:14][CH:13]=[CH:12][CH:11]=2)=[N:3]1. The yield is 0.960. (3) The reactants are [CH3:1][C:2]1[N:3]=[C:4]([C:7]#[N:8])[NH:5][CH:6]=1.[NH2:9][OH:10]. The catalyst is C(O)C. The product is [OH:10][NH:9][C:7]([C:4]1[NH:5][CH:6]=[C:2]([CH3:1])[N:3]=1)=[NH:8]. The yield is 1.00. (4) The reactants are [CH2:1]([N:8]1[CH2:13][CH2:12][C:11](=[O:14])[CH2:10][CH2:9]1)[C:2]1[CH:7]=[CH:6][CH:5]=[CH:4][CH:3]=1.[CH2:15]([Mg]Br)[CH3:16].[NH4+].[Cl-]. The catalyst is C1COCC1. The product is [CH2:1]([N:8]1[CH2:13][CH2:12][C:11]([CH2:15][CH3:16])([OH:14])[CH2:10][CH2:9]1)[C:2]1[CH:3]=[CH:4][CH:5]=[CH:6][CH:7]=1. The yield is 0.260. (5) The reactants are P([O-])([O-])([O-])=O.[K+].[K+].[K+].[Br:9][C:10]1[N:14]=[CH:13][NH:12][N:11]=1.N#N.CN[C@H]1[C@H](NC)CCCC1.I[C:28]1[CH:33]=[CH:32][C:31]([O:34][C:35]([F:38])([F:37])[F:36])=[CH:30][CH:29]=1. The catalyst is CCOC(C)=O.[Cu]I.CN(C=O)C. The product is [Br:9][C:10]1[N:14]=[CH:13][N:12]([C:28]2[CH:29]=[CH:30][C:31]([O:34][C:35]([F:36])([F:37])[F:38])=[CH:32][CH:33]=2)[N:11]=1. The yield is 0.340. (6) The yield is 0.680. The reactants are [OH:1][C:2]1[CH:7]=[C:6]([Cl:8])[N:5]=[N:4][C:3]=1Cl.[CH:10]1([C:13]2[CH:18]=[CH:17][CH:16]=[C:15]([CH3:19])[C:14]=2[OH:20])[CH2:12][CH2:11]1.CCCCCCCCCCC.[OH-].[K+].Cl. The catalyst is CO. The product is [Cl:8][C:6]1[N:5]=[N:4][C:3]([O:20][C:14]2[C:15]([CH3:19])=[CH:16][CH:17]=[CH:18][C:13]=2[CH:10]2[CH2:11][CH2:12]2)=[C:2]([OH:1])[CH:7]=1. (7) The reactants are C([O:3][C:4]([C:6]1[C:15](=[O:16])[C:14]2[C:9](=[CH:10][CH:11]=[CH:12][N:13]=2)[N:8]([CH2:17][C:18]2[CH:23]=[CH:22][CH:21]=[CH:20][C:19]=2[C:24]2[CH:29]=[CH:28][CH:27]=[CH:26][CH:25]=2)[CH:7]=1)=[O:5])C.O[Li].O.Cl. The catalyst is CO.O. The product is [C:19]1([C:24]2[CH:29]=[CH:28][CH:27]=[CH:26][CH:25]=2)[CH:20]=[CH:21][CH:22]=[CH:23][C:18]=1[CH2:17][N:8]1[C:9]2[C:14](=[N:13][CH:12]=[CH:11][CH:10]=2)[C:15](=[O:16])[C:6]([C:4]([OH:5])=[O:3])=[CH:7]1. The yield is 0.110. (8) The reactants are Br[CH2:2][C:3]1[O:4][C:5]2[CH:11]=[CH:10][CH:9]=[CH:8][C:6]=2[CH:7]=1.[CH3:12][C:13]1([CH3:27])[C:17]([CH3:19])([CH3:18])[O:16][B:15]([C:20]2[CH:25]=[CH:24][C:23]([OH:26])=[CH:22][CH:21]=2)[O:14]1.C(=O)([O-])[O-].[K+].[K+]. The catalyst is C(#N)C. The product is [CH3:18][C:17]1([CH3:19])[C:13]([CH3:12])([CH3:27])[O:14][B:15]([C:20]2[CH:25]=[CH:24][C:23]([O:26][CH2:2][C:3]3[O:4][C:5]4[CH:11]=[CH:10][CH:9]=[CH:8][C:6]=4[CH:7]=3)=[CH:22][CH:21]=2)[O:16]1. The yield is 0.630. (9) The reactants are Br[C:2]1[CH:3]=[C:4]([CH:19]=[CH:20][CH:21]=1)[CH2:5][O:6][C:7]1[CH:12]=[CH:11][C:10]([CH2:13][CH2:14][C:15]([O:17][CH3:18])=[O:16])=[CH:9][CH:8]=1.[Cl:22][C:23]1[CH:28]=[CH:27][C:26](B(O)O)=[C:25]([CH3:32])[CH:24]=1.C(=O)([O-])[O-].[Na+].[Na+].O. The catalyst is C(OCC)(=O)C.C1C=CC([P]([Pd]([P](C2C=CC=CC=2)(C2C=CC=CC=2)C2C=CC=CC=2)([P](C2C=CC=CC=2)(C2C=CC=CC=2)C2C=CC=CC=2)[P](C2C=CC=CC=2)(C2C=CC=CC=2)C2C=CC=CC=2)(C2C=CC=CC=2)C2C=CC=CC=2)=CC=1.C1(C)C=CC=CC=1.C(O)C. The product is [Cl:22][C:23]1[CH:28]=[CH:27][C:26]([C:2]2[CH:21]=[CH:20][CH:19]=[C:4]([CH2:5][O:6][C:7]3[CH:12]=[CH:11][C:10]([CH2:13][CH2:14][C:15]([O:17][CH3:18])=[O:16])=[CH:9][CH:8]=3)[CH:3]=2)=[C:25]([CH3:32])[CH:24]=1. The yield is 0.880. (10) The reactants are Cl[C:2]1[N:6]([CH2:7][CH3:8])[N:5]=[CH:4][C:3]=1[N+:9]([O-:11])=[O:10].[F:12][C:13]([F:25])([F:24])[C:14]([NH:16][CH:17]1[CH2:23][CH2:22][CH2:21][NH:20][CH2:19][CH2:18]1)=[O:15]. No catalyst specified. The product is [CH2:7]([N:6]1[C:2]([N:20]2[CH2:21][CH2:22][CH2:23][CH:17]([NH:16][C:14](=[O:15])[C:13]([F:24])([F:12])[F:25])[CH2:18][CH2:19]2)=[C:3]([N+:9]([O-:11])=[O:10])[CH:4]=[N:5]1)[CH3:8]. The yield is 0.550.